The task is: Predict the reactants needed to synthesize the given product.. This data is from Full USPTO retrosynthesis dataset with 1.9M reactions from patents (1976-2016). (1) Given the product [CH2:29]([C@H:31]1[C:39]2[C:34](=[CH:35][C:36]([C:40]([NH:41][C@H:42]([C:45]3[CH:50]=[CH:49][C:48]([S:51]([CH2:54][CH3:55])(=[O:52])=[O:53])=[CH:47][N:46]=3)[CH2:43][OH:44])=[O:56])=[CH:37][CH:38]=2)[CH2:33][NH:32]1)[CH3:30], predict the reactants needed to synthesize it. The reactants are: C([C@H]1C2C(=CC(C(N[C@H](C3C=CC(S(CC)(=O)=O)=CC=3)CO)=O)=CC=2)CN1)C.[CH2:29]([C@H:31]1[C:39]2[C:34](=[CH:35][C:36]([C:40](=[O:56])[NH:41][C@H:42]([C:45]3[CH:50]=[CH:49][C:48]([S:51]([CH2:54][CH3:55])(=[O:53])=[O:52])=[CH:47][N:46]=3)[CH2:43][OH:44])=[CH:37][CH:38]=2)[CH2:33][N:32]1C(OC(C)(C)C)=O)[CH3:30]. (2) The reactants are: [Li+].[F:2][C:3]([F:23])([F:22])[C:4]1[CH:9]=[CH:8][C:7]([N:10]2[CH2:15][CH2:14][N:13]([CH2:16][CH2:17][CH2:18][C:19]([O-])=[O:20])[CH2:12][CH2:11]2)=[CH:6][CH:5]=1.C(N(C(C)C)CC)(C)C.F[P-](F)(F)(F)(F)F.CN(C)C(ON1C2C=CC=CC=2N=N1)=[N+](C)C.Cl.[CH3:58][C:59]1[C:64]([N+:65]([O-:67])=[O:66])=[CH:63][N:62]=[C:61]([NH:68][CH:69]2[CH2:74][CH2:73][NH:72][CH2:71][CH2:70]2)[CH:60]=1. Given the product [CH3:58][C:59]1[C:64]([N+:65]([O-:67])=[O:66])=[CH:63][N:62]=[C:61]([NH:68][CH:69]2[CH2:74][CH2:73][N:72]([C:19](=[O:20])[CH2:18][CH2:17][CH2:16][N:13]3[CH2:14][CH2:15][N:10]([C:7]4[CH:8]=[CH:9][C:4]([C:3]([F:23])([F:2])[F:22])=[CH:5][CH:6]=4)[CH2:11][CH2:12]3)[CH2:71][CH2:70]2)[CH:60]=1, predict the reactants needed to synthesize it. (3) Given the product [Cl:1][C:2]1[CH:7]=[CH:6][C:5]([C:8]2[N:9]([CH2:14][C:15]3[CH:20]=[CH:19][C:18]([O:21][CH3:22])=[CH:17][CH:16]=3)[C:10](=[O:13])[N:11]([S:34]([C:33]3[NH:29][N:30]=[CH:31][N:32]=3)(=[O:36])=[O:35])[N:12]=2)=[CH:4][CH:3]=1, predict the reactants needed to synthesize it. The reactants are: [Cl:1][C:2]1[CH:7]=[CH:6][C:5]([C:8]2[N:9]([CH2:14][C:15]3[CH:20]=[CH:19][C:18]([O:21][CH3:22])=[CH:17][CH:16]=3)[C:10](=[O:13])[NH:11][N:12]=2)=[CH:4][CH:3]=1.C(=O)([O-])[O-].[Cs+].[Cs+].[NH:29]1[C:33]([S:34](Cl)(=[O:36])=[O:35])=[N:32][CH:31]=[N:30]1. (4) The reactants are: [CH3:1][N:2]([CH3:17])[CH2:3][CH2:4][O:5][C:6]1[CH:11]=[CH:10][C:9]([CH2:12][CH2:13][CH2:14][CH2:15][NH2:16])=[CH:8][CH:7]=1.[C:18]([O:22][C:23]([NH:25][C:26](=[N:29][C:30]([C:32]1[C:37]([NH2:38])=[N:36][C:35]([NH2:39])=[C:34]([Cl:40])[N:33]=1)=[O:31])SC)=[O:24])([CH3:21])([CH3:20])[CH3:19]. Given the product [C:18]([O:22][C:23]([NH:25][C:26]([NH:29][C:30]([C:32]1[C:37]([NH2:38])=[N:36][C:35]([NH2:39])=[C:34]([Cl:40])[N:33]=1)=[O:31])=[N:16][CH2:15][CH2:14][CH2:13][CH2:12][C:9]1[CH:10]=[CH:11][C:6]([O:5][CH2:4][CH2:3][N:2]([CH3:1])[CH3:17])=[CH:7][CH:8]=1)=[O:24])([CH3:21])([CH3:19])[CH3:20], predict the reactants needed to synthesize it. (5) Given the product [N+:9]([C:12]1[CH:20]=[CH:19][CH:18]=[CH:17][C:13]=1[C:14]([NH:4][C:3]1[CH:5]=[CH:6][CH:7]=[CH:8][C:2]=1[F:1])=[O:15])([O-:11])=[O:10], predict the reactants needed to synthesize it. The reactants are: [F:1][C:2]1[CH:8]=[CH:7][CH:6]=[CH:5][C:3]=1[NH2:4].[N+:9]([C:12]1[CH:20]=[CH:19][CH:18]=[CH:17][C:13]=1[C:14](Cl)=[O:15])([O-:11])=[O:10]. (6) Given the product [CH3:37][N:34]1[CH2:35][CH2:36][CH:31]([O:30][C:2]2[N:7]=[C:6]([NH:8][CH:9]([C:11]3[CH:16]=[CH:15][CH:14]=[CH:13][N:12]=3)[CH3:10])[C:5]([N+:17]([O-:19])=[O:18])=[CH:4][CH:3]=2)[CH2:32][CH2:33]1, predict the reactants needed to synthesize it. The reactants are: Cl[C:2]1[N:7]=[C:6]([NH:8][CH:9]([C:11]2[CH:16]=[CH:15][CH:14]=[CH:13][N:12]=2)[CH3:10])[C:5]([N+:17]([O-:19])=[O:18])=[CH:4][CH:3]=1.C[Si]([N-][Si](C)(C)C)(C)C.[K+].[OH:30][CH:31]1[CH2:36][CH2:35][N:34]([CH3:37])[CH2:33][CH2:32]1.O. (7) Given the product [CH3:24][O:23][C:16]1[CH:15]=[CH:14][C:13]([CH2:11][CH2:10][CH2:9][CH2:8][CH2:7][CH2:6][CH2:5][CH2:4][CH2:3][CH2:2][CH3:1])=[CH:22][C:17]=1[C:18]([O:20][CH3:21])=[O:19], predict the reactants needed to synthesize it. The reactants are: [CH2:1]=[CH:2][CH2:3][CH2:4][CH2:5][CH2:6][CH2:7][CH2:8][CH2:9][CH2:10][CH3:11].Br[C:13]1[CH:14]=[CH:15][C:16]([O:23][CH3:24])=[C:17]([CH:22]=1)[C:18]([O:20][CH3:21])=[O:19]. (8) Given the product [Cl:1][C:2]1[CH:7]=[CH:6][C:5]([CH:8]([C:38]2[CH:39]=[CH:40][C:41]([Cl:44])=[CH:42][CH:43]=2)[C:9]2[CH:10]=[C:11]3[C:16](=[CH:17][CH:18]=2)[N:15]=[CH:14][N:13]=[C:12]3[NH:19][CH:20]2[CH2:21][CH2:22][N:23]([S:26]([C:29]3[CH:37]=[CH:36][C:32]([C:33]([NH:34][C:45](=[O:53])[O:46][CH2:47][CH2:48][CH2:49][CH2:50][CH2:51][CH3:52])=[NH:35])=[CH:31][CH:30]=3)(=[O:27])=[O:28])[CH2:24][CH2:25]2)=[CH:4][CH:3]=1, predict the reactants needed to synthesize it. The reactants are: [Cl:1][C:2]1[CH:7]=[CH:6][C:5]([CH:8]([C:38]2[CH:43]=[CH:42][C:41]([Cl:44])=[CH:40][CH:39]=2)[C:9]2[CH:10]=[C:11]3[C:16](=[CH:17][CH:18]=2)[N:15]=[CH:14][N:13]=[C:12]3[NH:19][CH:20]2[CH2:25][CH2:24][N:23]([S:26]([C:29]3[CH:37]=[CH:36][C:32]([C:33](=[NH:35])[NH2:34])=[CH:31][CH:30]=3)(=[O:28])=[O:27])[CH2:22][CH2:21]2)=[CH:4][CH:3]=1.[C:45](Cl)(=[O:53])[O:46][CH2:47][CH2:48][CH2:49][CH2:50][CH2:51][CH3:52]. (9) Given the product [CH3:34][N:32]([CH3:33])[C:31]([CH:19]([NH:20][S:21]([C:24]1[CH:29]=[CH:28][C:27]([CH3:30])=[CH:26][CH:25]=1)(=[O:22])=[O:23])[CH2:18][C:15]1[CH:14]=[CH:13][C:12]([C:9]2[CH:10]=[CH:11][C:6]([CH2:5][CH2:4][C:3]([OH:36])=[O:2])=[CH:7][CH:8]=2)=[CH:17][CH:16]=1)=[O:35], predict the reactants needed to synthesize it. The reactants are: C[O:2][C:3](=[O:36])[CH2:4][CH2:5][C:6]1[CH:11]=[CH:10][C:9]([C:12]2[CH:17]=[CH:16][C:15]([CH2:18][CH:19]([C:31](=[O:35])[N:32]([CH3:34])[CH3:33])[NH:20][S:21]([C:24]3[CH:29]=[CH:28][C:27]([CH3:30])=[CH:26][CH:25]=3)(=[O:23])=[O:22])=[CH:14][CH:13]=2)=[CH:8][CH:7]=1.[OH-].[Li+]. (10) Given the product [C:32]([O:24][CH2:23][C:3]1[C:4]([N:8]2[CH2:19][CH2:18][C:17]3[C:16]4[CH2:15][C:14]([CH3:20])([CH3:21])[CH2:13][C:12]=4[S:11][C:10]=3[C:9]2=[O:22])=[N:5][CH:6]=[CH:7][C:2]=1[Cl:1])(=[O:34])[CH3:33], predict the reactants needed to synthesize it. The reactants are: [Cl:1][C:2]1[CH:7]=[CH:6][N:5]=[C:4]([N:8]2[CH2:19][CH2:18][C:17]3[C:16]4[CH2:15][C:14]([CH3:21])([CH3:20])[CH2:13][C:12]=4[S:11][C:10]=3[C:9]2=[O:22])[C:3]=1[CH2:23][OH:24].C(N(CC)CC)C.[C:32](OC(=O)C)(=[O:34])[CH3:33].